From a dataset of Full USPTO retrosynthesis dataset with 1.9M reactions from patents (1976-2016). Predict the reactants needed to synthesize the given product. (1) Given the product [C:1]([O:5][C@@H:6]([C:12]1[C:40]([CH3:41])=[N:39][C:38]2=[CH:42][C:35]3=[N:36][N:37]2[C:13]=1[N:14]1[CH2:15][CH2:16][C:17]([CH3:46])([O:18][CH2:19][CH2:20][CH2:21][CH2:22][O:23][C:24]2[CH:25]=[CH:26][CH:27]=[CH:28][C:29]=2[CH2:30][C:31]2[O:43][C:34]3=[N:33][CH:32]=2)[CH2:44][CH2:45]1)[C:7]([OH:9])=[O:8])([CH3:4])([CH3:2])[CH3:3], predict the reactants needed to synthesize it. The reactants are: [C:1]([O:5][C@@H:6]([C:12]1[C:40]([CH3:41])=[N:39][C:38]2=[CH:42][C:35]3=[N:36][N:37]2[C:13]=1[N:14]1[CH2:45][CH2:44][C:17]([CH3:46])([O:18][CH2:19][CH2:20][CH2:21][CH2:22][O:23][C:24]2[CH:25]=[CH:26][CH:27]=[CH:28][C:29]=2[CH2:30][C:31]2[O:43][C:34]3=[N:33][CH:32]=2)[CH2:16][CH2:15]1)[C:7]([O:9]CC)=[O:8])([CH3:4])([CH3:3])[CH3:2].[OH-].[Na+]. (2) The reactants are: CO.[CH2:3]([O:10][C:11]1[CH:16]=[CH:15][C:14]([CH2:17][C:18]([NH:20][NH2:21])=O)=[CH:13][CH:12]=1)[C:4]1[CH:9]=[CH:8][CH:7]=[CH:6][CH:5]=1.[NH2:22][C:23]1[C:28]([C:29]#[N:30])=[CH:27][CH:26]=[CH:25][N:24]=1.C[O-].[Na+].CO. Given the product [CH2:3]([O:10][C:11]1[CH:16]=[CH:15][C:14]([CH2:17][C:18]2[NH:30][C:29]([C:28]3[C:23]([NH2:22])=[N:24][CH:25]=[CH:26][CH:27]=3)=[N:21][N:20]=2)=[CH:13][CH:12]=1)[C:4]1[CH:9]=[CH:8][CH:7]=[CH:6][CH:5]=1, predict the reactants needed to synthesize it.